The task is: Predict the reaction yield, written as a fraction of the theoretical maximum amount of product (1.0 means a 100% yield; for example, 0.34 means a 34% yield).. This data is from Reaction yield outcomes from USPTO patents with 853,638 reactions. (1) The reactants are [S:1]1[C:5]2[CH:6]=[C:7]([C:10]([NH:12][NH:13]C(OC(C)(C)C)=O)=[O:11])[CH:8]=[CH:9][C:4]=2[N:3]=[CH:2]1.[F:21][C:22]([F:27])([F:26])[C:23]([OH:25])=[O:24]. No catalyst specified. The product is [F:21][C:22]([F:27])([F:26])[C:23]([OH:25])=[O:24].[S:1]1[C:5]2[CH:6]=[C:7]([C:10]([NH:12][NH2:13])=[O:11])[CH:8]=[CH:9][C:4]=2[N:3]=[CH:2]1. The yield is 0.940. (2) The reactants are [Br:1][C:2]1[CH:9]=[CH:8][CH:7]=[CH:6][C:3]=1[CH2:4][NH2:5].F[C:11]1[CH:19]=[N:18][CH:17]=[CH:16][C:12]=1[C:13]([OH:15])=[O:14]. No catalyst specified. The product is [Br:1][C:2]1[CH:9]=[CH:8][CH:7]=[CH:6][C:3]=1[CH2:4][NH:5][C:16]1[CH:17]=[N:18][CH:19]=[CH:11][C:12]=1[C:13]([OH:15])=[O:14]. The yield is 0.330. (3) The reactants are N1C=CN=C1.[Si:6](Cl)([C:9]([CH3:12])([CH3:11])[CH3:10])([CH3:8])[CH3:7].[OH:14][CH2:15][CH2:16][C:17]#[N:18]. The catalyst is CN(C=O)C. The product is [Si:6]([O:14][CH2:15][CH2:16][C:17]#[N:18])([C:9]([CH3:12])([CH3:11])[CH3:10])([CH3:8])[CH3:7]. The yield is 0.750. (4) The yield is 0.780. No catalyst specified. The reactants are Cl[C:2]1[C:3]([NH2:12])=[N:4][C:5]2[C:10]([N:11]=1)=[CH:9][CH:8]=[CH:7][CH:6]=2.[NH2:13][CH:14]([CH2:17][CH3:18])[CH2:15][CH3:16]. The product is [CH3:16][CH2:15][CH:14]([NH:13][C:2]1[C:3]([NH2:12])=[N:4][C:5]2[C:10](=[CH:9][CH:8]=[CH:7][CH:6]=2)[N:11]=1)[CH2:17][CH3:18]. (5) The reactants are [S:1]1[CH2:5][CH2:4][N:3]=[C:2]1[C:6]1[NH:7][C:8]2[C:13]([CH:14]=1)=[CH:12][CH:11]=[CH:10][C:9]=2[NH2:15].[C:16]1(=O)[CH2:20][CH2:19][CH2:18][CH2:17]1.C(O[BH-](OC(=O)C)OC(=O)C)(=O)C.[Na+]. The catalyst is ClCCCl. The product is [CH:16]1([NH:15][C:9]2[CH:10]=[CH:11][CH:12]=[C:13]3[C:8]=2[NH:7][C:6]([C:2]2[S:1][CH2:5][CH2:4][N:3]=2)=[CH:14]3)[CH2:20][CH2:19][CH2:18][CH2:17]1. The yield is 0.340. (6) The reactants are [Cl:1][C:2]1[CH:3]=[CH:4][C:5]([CH3:11])=[C:6]([CH:10]=1)[C:7]([OH:9])=[O:8].S(=O)(=O)(O)O.[CH2:17](O)[CH3:18]. No catalyst specified. The product is [Cl:1][C:2]1[CH:3]=[CH:4][C:5]([CH3:11])=[C:6]([CH:10]=1)[C:7]([O:9][CH2:17][CH3:18])=[O:8]. The yield is 0.870. (7) The reactants are [Br:1][C:2]1[CH:9]=[C:6](C=O)[C:5]([OH:10])=[CH:4][CH:3]=1.[CH2:11]([CH:13]1[O:15][CH2:14]1)Cl.C([O-])([O-])=[O:17].[K+].[K+].O. The catalyst is CN(C=O)C. The product is [OH:17][CH2:14][CH:13]1[CH2:11][O:10][C:5]2[CH:4]=[CH:3][C:2]([Br:1])=[CH:9][C:6]=2[O:15]1. The yield is 0.440. (8) The reactants are [Br:1][C:2]1[CH:7]=[CH:6][CH:5]=[C:4]([CH2:8][CH2:9][CH:10]([F:13])[CH2:11]I)[CH:3]=1.C1CCN2C(=NCCC2)CC1.CCOC(C)=O. The catalyst is C(Cl)Cl. The product is [Br:1][C:2]1[CH:7]=[CH:6][CH:5]=[C:4]([CH2:8][CH2:9][C:10]([F:13])=[CH2:11])[CH:3]=1. The yield is 0.800. (9) The reactants are [C:1]([O:5][C@@H:6]([C:12]1[C:13]([CH3:43])=[N:14][C:15]2[N:16]([N:30]=[C:31]([C:33]3[NH:37][C:36]4[CH:38]=[CH:39][C:40]([Cl:42])=[CH:41][C:35]=4[N:34]=3)[CH:32]=2)[C:17]=1[C:18]1[C:19]([CH3:29])=[C:20]2[C:25](=[C:26]([F:28])[CH:27]=1)[O:24][CH2:23][CH2:22][CH2:21]2)[C:7]([O:9]CC)=[O:8])([CH3:4])([CH3:3])[CH3:2].[OH-].[Na+]. The catalyst is CO. The product is [C:1]([O:5][C@@H:6]([C:12]1[C:13]([CH3:43])=[N:14][C:15]2[N:16]([N:30]=[C:31]([C:33]3[NH:37][C:36]4[CH:38]=[CH:39][C:40]([Cl:42])=[CH:41][C:35]=4[N:34]=3)[CH:32]=2)[C:17]=1[C:18]1[C:19]([CH3:29])=[C:20]2[C:25](=[C:26]([F:28])[CH:27]=1)[O:24][CH2:23][CH2:22][CH2:21]2)[C:7]([OH:9])=[O:8])([CH3:4])([CH3:3])[CH3:2]. The yield is 0.546.